This data is from Forward reaction prediction with 1.9M reactions from USPTO patents (1976-2016). The task is: Predict the product of the given reaction. (1) The product is: [F:53][C:54]([F:67])([F:68])[C:55]1[CH:56]=[C:57]([NH:65][NH:66][C:49](=[O:50])[CH:35]([N:32]2[CH2:31][CH2:30][N:29]([CH3:28])[CH2:34][CH2:33]2)[C:36]2[CH:42]=[C:40]([CH3:41])[CH:39]=[CH:38][N:37]=2)[CH:58]=[C:59]([C:61]([F:64])([F:62])[F:63])[CH:60]=1. Given the reactants F[P-](F)(F)(F)(F)F.N1(O[P+](N(C)C)(N(C)C)N(C)C)C2C=CC=CC=2N=N1.[CH3:28][N:29]1[CH2:34][CH2:33][N:32]([C:35]2[C:36]([C:42]([O-])=O)=[N:37][CH:38]=[CH:39][C:40]=2[CH3:41])[CH2:31][CH2:30]1.[K+].CN1CC[O:50][CH2:49]C1.[F:53][C:54]([F:68])([F:67])[C:55]1[CH:56]=[C:57]([NH:65][NH2:66])[CH:58]=[C:59]([C:61]([F:64])([F:63])[F:62])[CH:60]=1, predict the reaction product. (2) Given the reactants [Si:1]([O:8][CH2:9][C:10]1[C:11]([F:22])=[C:12]([N:16]2[CH2:21][CH2:20][NH:19][CH2:18][CH2:17]2)[CH:13]=[CH:14][CH:15]=1)([C:4]([CH3:7])([CH3:6])[CH3:5])([CH3:3])[CH3:2].Cl.Cl[C:25]1[CH:30]=[CH:29][N:28]=[CH:27][N:26]=1, predict the reaction product. The product is: [Si:1]([O:8][CH2:9][C:10]1[C:11]([F:22])=[C:12]([N:16]2[CH2:21][CH2:20][N:19]([C:25]3[CH:30]=[CH:29][N:28]=[CH:27][N:26]=3)[CH2:18][CH2:17]2)[CH:13]=[CH:14][CH:15]=1)([C:4]([CH3:7])([CH3:5])[CH3:6])([CH3:3])[CH3:2]. (3) Given the reactants [CH3:1][S:2](Cl)(=[O:4])=[O:3].[OH:6][CH2:7][CH2:8][O:9][C:10]1[CH:15]=[C:14]([CH3:16])[C:13]([C:17]2[CH:22]=[CH:21][C:20]([O:23][CH2:24][C:25]([O:27][CH2:28][CH3:29])=[O:26])=[CH:19][CH:18]=2)=[C:12]([CH3:30])[CH:11]=1.C(N(CC)CC)C.O, predict the reaction product. The product is: [CH3:1][S:2]([O:6][CH2:7][CH2:8][O:9][C:10]1[CH:15]=[C:14]([CH3:16])[C:13]([C:17]2[CH:22]=[CH:21][C:20]([O:23][CH2:24][C:25]([O:27][CH2:28][CH3:29])=[O:26])=[CH:19][CH:18]=2)=[C:12]([CH3:30])[CH:11]=1)(=[O:4])=[O:3]. (4) The product is: [C:45]([NH:1][CH2:2][CH2:3][C:4]1[CH:9]=[CH:8][CH:7]=[CH:6][C:5]=1[C:10]1[C:14]([Br:15])=[C:13]([C@@H:16]2[C@:21]([C:23]3[CH:28]=[CH:27][C:26]([F:29])=[C:25]([F:30])[CH:24]=3)([OH:22])[CH2:20][CH2:19][N:18]([C:31]([O:33][C:34]([CH3:37])([CH3:36])[CH3:35])=[O:32])[CH2:17]2)[O:12][N:11]=1)(=[O:47])[CH3:46]. Given the reactants [NH2:1][CH2:2][CH2:3][C:4]1[CH:9]=[CH:8][CH:7]=[CH:6][C:5]=1[C:10]1[C:14]([Br:15])=[C:13]([C@@H:16]2[C@:21]([C:23]3[CH:28]=[CH:27][C:26]([F:29])=[C:25]([F:30])[CH:24]=3)([OH:22])[CH2:20][CH2:19][N:18]([C:31]([O:33][C:34]([CH3:37])([CH3:36])[CH3:35])=[O:32])[CH2:17]2)[O:12][N:11]=1.C(N(CC)CC)C.[C:45](Cl)(=[O:47])[CH3:46].[OH-].[Na+], predict the reaction product. (5) Given the reactants [Br:1][C:2]1[CH:3]=[C:4]2[C:9](=[CH:10][CH:11]=1)[N:8]([C:12](=O)[CH2:13][Cl:14])[CH2:7][CH2:6][CH2:5]2.B.C1COCC1, predict the reaction product. The product is: [Br:1][C:2]1[CH:3]=[C:4]2[C:9](=[CH:10][CH:11]=1)[N:8]([CH2:12][CH2:13][Cl:14])[CH2:7][CH2:6][CH2:5]2.